This data is from Full USPTO retrosynthesis dataset with 1.9M reactions from patents (1976-2016). The task is: Predict the reactants needed to synthesize the given product. (1) Given the product [N:11]1[CH:10]=[CH:9][C:8]([C:6]2[N:7]=[C:2]([NH:26][C:27]3[CH:37]=[CH:36][C:30]4[O:31][CH2:32][C:33](=[O:35])[NH:34][C:29]=4[CH:28]=3)[C:3]3[NH:16][N:15]=[CH:14][C:4]=3[N:5]=2)=[CH:13][CH:12]=1, predict the reactants needed to synthesize it. The reactants are: Cl[C:2]1[C:3]2[C:4](=[CH:14][N:15](CC3C=CC(OC)=CC=3)[N:16]=2)[N:5]=[C:6]([C:8]2[CH:13]=[CH:12][N:11]=[CH:10][CH:9]=2)[N:7]=1.[NH2:26][C:27]1[CH:37]=[CH:36][C:30]2[O:31][CH2:32][C:33](=[O:35])[NH:34][C:29]=2[CH:28]=1.Cl. (2) Given the product [N:24]1([C:2]2[CH:10]=[CH:9][C:5]([C:6]([NH2:8])=[O:7])=[CH:4][C:3]=2/[CH:11]=[CH:12]/[C:13]2[CH:18]=[CH:17][C:16]([O:19][C:20]([F:23])([F:22])[F:21])=[CH:15][CH:14]=2)[CH2:28][CH2:27][CH2:26][CH2:25]1, predict the reactants needed to synthesize it. The reactants are: Br[C:2]1[CH:10]=[CH:9][C:5]([C:6]([NH2:8])=[O:7])=[CH:4][C:3]=1/[CH:11]=[CH:12]/[C:13]1[CH:18]=[CH:17][C:16]([O:19][C:20]([F:23])([F:22])[F:21])=[CH:15][CH:14]=1.[NH:24]1[CH2:28][CH2:27][CH2:26][CH2:25]1. (3) Given the product [C:6]([C:5]1[CH:8]=[CH:9][C:2]([C:16]2([OH:15])[CH2:17][CH2:18][N:19]([C:22]([O:24][C:25]([CH3:27])([CH3:26])[CH3:28])=[O:23])[CH2:20][CH2:21]2)=[CH:3][CH:4]=1)#[N:7], predict the reactants needed to synthesize it. The reactants are: Br[C:2]1[CH:9]=[CH:8][C:5]([C:6]#[N:7])=[CH:4][CH:3]=1.C([Li])CCC.[O:15]=[C:16]1[CH2:21][CH2:20][N:19]([C:22]([O:24][C:25]([CH3:28])([CH3:27])[CH3:26])=[O:23])[CH2:18][CH2:17]1.[Cl-].[NH4+]. (4) Given the product [CH3:8][O:9][C:10]1[N:11]([CH2:33][CH:34]2[CH2:39][CH2:38][O:37][CH2:36][CH2:35]2)[C:12]2[C:17]([N:18]=1)=[C:16]([NH2:19])[N:15]=[C:14]([NH:20][CH2:21][CH2:22][CH2:23][CH2:24][CH3:25])[N:13]=2, predict the reactants needed to synthesize it. The reactants are: FC(F)(F)C(O)=O.[CH3:8][O:9][C:10]1[NH:11][C:12]2[C:17]([N:18]=1)=[C:16]([NH2:19])[N:15]=[C:14]([NH:20][CH2:21][CH2:22][CH2:23][CH2:24][CH3:25])[N:13]=2.C(=O)([O-])[O-].[K+].[K+].Br[CH2:33][CH:34]1[CH2:39][CH2:38][O:37][CH2:36][CH2:35]1.